From a dataset of Acute oral toxicity (LD50) regression data from Zhu et al.. Regression/Classification. Given a drug SMILES string, predict its toxicity properties. Task type varies by dataset: regression for continuous values (e.g., LD50, hERG inhibition percentage) or binary classification for toxic/non-toxic outcomes (e.g., AMES mutagenicity, cardiotoxicity, hepatotoxicity). Dataset: ld50_zhu. (1) The drug is Cc1cn[nH]c1. The rat oral LD50 is 2.10, given as -log10 of the dose in mol/kg body weight (higher means more acutely toxic). (2) The compound is CC(C)C(Br)C(=O)OCC(Br)(Br)Br. The rat oral LD50 is 1.95, given as -log10 of the dose in mol/kg body weight (higher means more acutely toxic). (3) The drug is CCP(c1ccccc1)c1ccccc1. The rat oral LD50 is 2.63, given as -log10 of the dose in mol/kg body weight (higher means more acutely toxic). (4) The molecule is COP(C)(=S)Oc1ccc(S(C)=O)c(C)c1. The rat oral LD50 is 4.97, given as -log10 of the dose in mol/kg body weight (higher means more acutely toxic). (5) The drug is Cc1cccc(C)c1O. The rat oral LD50 is 2.62, given as -log10 of the dose in mol/kg body weight (higher means more acutely toxic). (6) The compound is O=C(O)CC(O)(CC(=O)O)C(=O)O. The rat oral LD50 is 1.81, given as -log10 of the dose in mol/kg body weight (higher means more acutely toxic).